This data is from Forward reaction prediction with 1.9M reactions from USPTO patents (1976-2016). The task is: Predict the product of the given reaction. (1) Given the reactants Br[C:2]1[CH:9]=[CH:8][C:5]([C:6]#[N:7])=[CH:4][C:3]=1[O:10][CH3:11].[CH2:12]([Sn](CCCC)(CCCC)CCCC)[CH:13]=[CH2:14].[Li+].[Cl-], predict the reaction product. The product is: [CH2:14]([C:2]1[CH:9]=[CH:8][C:5]([C:6]#[N:7])=[CH:4][C:3]=1[O:10][CH3:11])[CH:13]=[CH2:12]. (2) The product is: [C:1]([CH:3]1[CH2:6][N:5]([C:7](=[O:43])[C@H:8]([NH:10][C:11]([C:13]2[C:21]3[C:16](=[N:17][CH:18]=[C:19]([C:22]4[C:30]5[C:25](=[CH:26][C:27]([Cl:31])=[CH:28][CH:29]=5)[N:24]([CH2:32][CH2:33][CH3:34])[N:23]=4)[N:20]=3)[N:15]([CH2:35][O:36][CH2:37][CH2:38][Si:39]([CH3:41])([CH3:40])[CH3:42])[CH:14]=2)=[O:12])[CH3:9])[CH2:4]1)#[N:2]. Given the reactants [C:1]([CH:3]1[CH2:6][N:5]([C:7](=[O:43])[C@H:8]([NH:10][C:11]([C:13]2[C:21]3[C:16](=[N:17][CH:18]=[C:19]([C:22]4[C:30]5[C:25](=[CH:26][C:27]([Cl:31])=[CH:28][CH:29]=5)[N:24]([CH2:32][CH:33]=[CH2:34])[N:23]=4)[N:20]=3)[N:15]([CH2:35][O:36][CH2:37][CH2:38][Si:39]([CH3:42])([CH3:41])[CH3:40])[CH:14]=2)=[O:12])[CH3:9])[CH2:4]1)#[N:2], predict the reaction product.